Dataset: Forward reaction prediction with 1.9M reactions from USPTO patents (1976-2016). Task: Predict the product of the given reaction. (1) Given the reactants C[Si]([N-][Si](C)(C)C)(C)C.[Na+].O1CCCC1.[Cl:16][C:17]1[CH:25]=[C:24]([C:26]#[C:27][CH2:28][CH2:29][O:30][CH3:31])[C:20]2[O:21][CH2:22][O:23][C:19]=2[C:18]=1[NH2:32].Cl[C:34]1[C:43]2[C:38](=[CH:39][C:40]([O:51][CH2:52][CH2:53][CH2:54][N:55]3[CH2:60][CH2:59][O:58][CH2:57][CH2:56]3)=[CH:41][C:42]=2[O:44][CH:45]2[CH2:50][CH2:49][O:48][CH2:47][CH2:46]2)[N:37]=[CH:36][N:35]=1, predict the reaction product. The product is: [Cl:16][C:17]1[CH:25]=[C:24]([C:26]#[C:27][CH2:28][CH2:29][O:30][CH3:31])[C:20]2[O:21][CH2:22][O:23][C:19]=2[C:18]=1[NH:32][C:34]1[C:43]2[C:38](=[CH:39][C:40]([O:51][CH2:52][CH2:53][CH2:54][N:55]3[CH2:56][CH2:57][O:58][CH2:59][CH2:60]3)=[CH:41][C:42]=2[O:44][CH:45]2[CH2:46][CH2:47][O:48][CH2:49][CH2:50]2)[N:37]=[CH:36][N:35]=1. (2) Given the reactants [Br:1][C:2]1[CH:10]=[C:9]2[C:5](/[C:6](=[N:13]/[OH:14])/[CH2:7][C:8]32[CH2:12][CH2:11]3)=[CH:4][CH:3]=1.C(N(CC)CC)C.[CH3:22][S:23](Cl)(=[O:25])=[O:24], predict the reaction product. The product is: [CH3:22][S:23]([O:14]/[N:13]=[C:6]1\[CH2:7][C:8]2([CH2:12][CH2:11]2)[C:9]2[C:5]\1=[CH:4][CH:3]=[C:2]([Br:1])[CH:10]=2)(=[O:25])=[O:24]. (3) Given the reactants C(N(CC)C(C)C)(C)C.CN(C(ON1N=NC2C=CC=NC1=2)=[N+](C)C)C.F[P-](F)(F)(F)(F)F.[Cl:34][C:35]1[CH:36]=[C:37]([CH:54]=[CH:55][CH:56]=1)[CH2:38][NH:39][C:40]1[N:53]=[C:43]2[C:44]([O:51][CH3:52])=[CH:45][C:46]([C:48]([OH:50])=O)=[CH:47][N:42]2[N:41]=1.[CH3:57][O:58][CH2:59][CH:60]1[NH:67][CH2:66][CH:65]2[N:62]([CH2:63][CH2:64]2)[C:61]1=[O:68], predict the reaction product. The product is: [Cl:34][C:35]1[CH:36]=[C:37]([CH:54]=[CH:55][CH:56]=1)[CH2:38][NH:39][C:40]1[N:53]=[C:43]2[C:44]([O:51][CH3:52])=[CH:45][C:46]([C:48]([N:67]3[CH2:66][CH:65]4[N:62]([CH2:63][CH2:64]4)[C:61](=[O:68])[CH:60]3[CH2:59][O:58][CH3:57])=[O:50])=[CH:47][N:42]2[N:41]=1.